Dataset: Reaction yield outcomes from USPTO patents with 853,638 reactions. Task: Predict the reaction yield, written as a fraction of the theoretical maximum amount of product (1.0 means a 100% yield; for example, 0.34 means a 34% yield). (1) The reactants are [O-]S(C(F)(F)F)(=O)=O.[C:9]1(=[O:19])[NH:13][C:12](=[O:14])[C:11]2=[CH:15][CH:16]=[CH:17][CH:18]=[C:10]12.[K]. The catalyst is CN(C)C=O. The product is [C:9]1(=[O:19])[NH:13][C:12](=[O:14])[C:11]2=[CH:15][CH:16]=[CH:17][CH:18]=[C:10]12. The yield is 0.890. (2) The reactants are I[C:2]1[CH:3]=[C:4]2[C:8](=[CH:9][CH:10]=1)[CH2:7][CH:6]([NH:11][S:12]([CH:15]([CH3:17])[CH3:16])(=[O:14])=[O:13])[CH2:5]2.C(=O)([O-])[O-].[Cs+].[Cs+].[F:24][C:25]1[C:30](B(O)O)=[CH:29][CH:28]=[CH:27][N:26]=1.C1(P(C2C=CC=CC=2)C2C=CC=CC=2)C=CC=CC=1. The catalyst is C([O-])(=O)C.[Pd+2].C([O-])(=O)C.[Pd].O1CCOCC1. The product is [F:24][C:25]1[C:30]([C:2]2[CH:3]=[C:4]3[C:8](=[CH:9][CH:10]=2)[CH2:7][CH:6]([NH:11][S:12]([CH:15]([CH3:17])[CH3:16])(=[O:14])=[O:13])[CH2:5]3)=[CH:29][CH:28]=[CH:27][N:26]=1. The yield is 0.370. (3) The reactants are [CH3:1][C:2]1[NH:3][C:4]2[C:9]([C:10]=1[C:11]([O:13][CH2:14][CH3:15])=[O:12])=[CH:8][CH:7]=[CH:6][CH:5]=2.[H-].[Na+].Br[CH:19]([C:21]1[CH:26]=[CH:25][CH:24]=[CH:23][CH:22]=1)[CH3:20]. The catalyst is CN(C)C=O. The product is [CH3:1][C:2]1[N:3]([CH:19]([C:21]2[CH:26]=[CH:25][CH:24]=[CH:23][CH:22]=2)[CH3:20])[C:4]2[C:9]([C:10]=1[C:11]([O:13][CH2:14][CH3:15])=[O:12])=[CH:8][CH:7]=[CH:6][CH:5]=2. The yield is 0.560. (4) The reactants are [H-].[Al+3].[Li+].[H-].[H-].[H-].[CH2:7]1[C:15]2[C:10](=[CH:11][C:12]([C:16](O)=[O:17])=[CH:13][CH:14]=2)[CH2:9][CH2:8]1. The catalyst is C1COCC1. The product is [CH2:7]1[C:15]2[C:10](=[CH:11][C:12]([CH2:16][OH:17])=[CH:13][CH:14]=2)[CH2:9][CH2:8]1. The yield is 0.900. (5) The reactants are [CH3:1][C:2]1([CH3:12])[O:10][CH:9]2[CH:4]([CH:5]3[CH2:11][CH:8]2[O:7][NH:6]3)[O:3]1. The catalyst is [Pd].CO. The product is [NH2:6][C@H:5]1[C@@H:4]2[O:3][C:2]([CH3:1])([CH3:12])[O:10][C@@H:9]2[C@@H:8]([OH:7])[CH2:11]1. The yield is 0.990. (6) The reactants are C[O:2][C:3](=[O:24])[CH2:4][O:5][C:6]1[CH:11]=[CH:10][C:9]([CH2:12][CH2:13][CH2:14][CH2:15][NH:16][C:17]([O:19][C:20]([CH3:23])([CH3:22])[CH3:21])=[O:18])=[CH:8][CH:7]=1.[OH-].[K+]. The catalyst is CO. The product is [C:20]([O:19][C:17]([NH:16][CH2:15][CH2:14][CH2:13][CH2:12][C:9]1[CH:8]=[CH:7][C:6]([O:5][CH2:4][C:3]([OH:24])=[O:2])=[CH:11][CH:10]=1)=[O:18])([CH3:23])([CH3:21])[CH3:22]. The yield is 0.970. (7) The product is [CH3:26][C:18](=[CH:19][C:20]1[CH:25]=[CH:24][CH:23]=[CH:22][CH:21]=1)[CH2:17][N:14]1[CH:7]=[C:6]([CH2:5][CH2:4][CH2:3][CH2:2][C:8]2[N:9]=[C:10]([NH2:13])[NH:11][CH:12]=2)[N:16]=[N:15]1. The reactants are Cl.[CH2:2]([C:8]1[N:9]=[C:10]([NH2:13])[NH:11][CH:12]=1)[CH2:3][CH2:4][CH2:5][C:6]#[CH:7].[N:14]([CH2:17][C:18]([CH3:26])=[CH:19][C:20]1[CH:25]=[CH:24][CH:23]=[CH:22][CH:21]=1)=[N+:15]=[N-:16]. No catalyst specified. The yield is 0.790. (8) The reactants are [H-].[Al+3].[Li+].[H-].[H-].[H-].[Cl-].[Al+3].[Cl-].[Cl-].[Br:11][C:12]1[CH:13]=[C:14]([CH:18]([C:20]2[CH:25]=[CH:24][CH:23]=[CH:22][CH:21]=2)O)[CH:15]=[CH:16][CH:17]=1.CCOCC.CO. The catalyst is CCOCC.COCCOC.CCO. The product is [CH2:18]([C:14]1[CH:15]=[CH:16][CH:17]=[C:12]([Br:11])[CH:13]=1)[C:20]1[CH:21]=[CH:22][CH:23]=[CH:24][CH:25]=1. The yield is 0.712. (9) The reactants are [F:1][C:2]1[C:3]([C@@H:9]([NH:11][C:12](=[O:14])C)[CH3:10])=[N:4][CH:5]=[C:6]([F:8])[CH:7]=1.[CH3:15][C:16]([O:19]C(OC([O:19][C:16]([CH3:18])([CH3:17])[CH3:15])=O)=O)([CH3:18])[CH3:17].O.[OH-].[Li+].O. The catalyst is CN(C1C=CN=CC=1)C.C1COCC1.CCOCC. The product is [C:16]([O:19][C:12](=[O:14])[NH:11][C@H:9]([C:3]1[C:2]([F:1])=[CH:7][C:6]([F:8])=[CH:5][N:4]=1)[CH3:10])([CH3:18])([CH3:17])[CH3:15]. The yield is 0.790.